Dataset: Reaction yield outcomes from USPTO patents with 853,638 reactions. Task: Predict the reaction yield, written as a fraction of the theoretical maximum amount of product (1.0 means a 100% yield; for example, 0.34 means a 34% yield). (1) The reactants are [H-].[H-].[H-].[H-].[Al+3].[Li+].[CH2:7]([C@@H:9]([C:17]1[CH:22]=[CH:21][CH:20]=[C:19]([OH:23])[CH:18]=1)[C@@H:10]([CH3:16])[C:11]([N:13]([CH3:15])[CH3:14])=O)[CH3:8].[ClH:24].CO. The catalyst is O1CCCC1. The product is [ClH:24].[CH3:15][N:13]([CH3:14])[CH2:11][C@H:10]([CH3:16])[C@H:9]([C:17]1[CH:18]=[C:19]([OH:23])[CH:20]=[CH:21][CH:22]=1)[CH2:7][CH3:8]. The yield is 0.900. (2) The reactants are BrC1C=[CH:4][C:5]([C:8]#[N:9])=[N:6]C=1.[CH3:10][O:11][CH2:12][CH2:13][O:14][C:15]1[CH:20]=[CH:19][C:18](B2OC(C)(C)C(C)(C)O2)=[CH:17][CH:16]=1.[CH3:30]OCCOC1C=CC(C2C=CC(C#N)=NC=2)=CC=1.C[Li].C(OCC)C.O1[CH2:60][CH2:59][CH2:58][CH2:57]1. No catalyst specified. The product is [CH3:10][O:11][CH2:12][CH2:13][O:14][C:15]1[CH:16]=[CH:17][C:18]([C:58]2[CH:59]=[CH:60][C:8]([C:5]([NH2:6])([CH3:30])[CH3:4])=[N:9][CH:57]=2)=[CH:19][CH:20]=1. The yield is 0.390.